Regression. Given a peptide amino acid sequence and an MHC pseudo amino acid sequence, predict their binding affinity value. This is MHC class I binding data. From a dataset of Peptide-MHC class I binding affinity with 185,985 pairs from IEDB/IMGT. The MHC is HLA-B15:42 with pseudo-sequence HLA-B15:42. The peptide sequence is YTFEPHYFY. The binding affinity (normalized) is 0.213.